This data is from Forward reaction prediction with 1.9M reactions from USPTO patents (1976-2016). The task is: Predict the product of the given reaction. (1) Given the reactants [N:1]([CH2:4][CH:5]1[CH2:8][CH:7]([C:9]([O:11]CC2C=CC=CC=2)=[O:10])[CH2:6]1)=[N+]=[N-], predict the reaction product. The product is: [NH2:1][CH2:4][CH:5]1[CH2:8][CH:7]([C:9]([OH:11])=[O:10])[CH2:6]1. (2) The product is: [Cl:1][CH2:2][C:3]([C:4]1[CH2:10][CH:9]([C:11]2[C:16]([F:17])=[CH:15][CH:14]=[CH:13][C:12]=2[F:18])[O:6][N:5]=1)=[O:8]. Given the reactants [Cl:1][CH2:2][C:3](=[O:8])[C:4](Cl)=[N:5][OH:6].[CH:9]([C:11]1[C:16]([F:17])=[CH:15][CH:14]=[CH:13][C:12]=1[F:18])=[CH2:10].C(=O)(O)[O-].[Na+], predict the reaction product. (3) Given the reactants [CH:1]1[C:13]2[CH:12]([CH2:14][O:15][C:16]([NH:18][C@@H:19]([CH2:23][C:24]3[C:32]4[C:27](=[CH:28][CH:29]=[CH:30][CH:31]=4)[NH:26][CH:25]=3)[C:20]([OH:22])=[O:21])=[O:17])[C:11]3[C:6](=[CH:7][CH:8]=[CH:9][CH:10]=3)[C:5]=2[CH:4]=[CH:3][CH:2]=1.I[C:34]1[CH:39]=[CH:38][C:37]([O:40][CH3:41])=[CH:36][CH:35]=1, predict the reaction product. The product is: [CH:1]1[C:13]2[CH:12]([CH2:14][O:15][C:16]([NH:18][C@@H:19]([CH2:23][C:24]3[C:32]4[C:27](=[CH:28][CH:29]=[CH:30][CH:31]=4)[NH:26][C:25]=3[C:34]3[CH:39]=[CH:38][C:37]([O:40][CH3:41])=[CH:36][CH:35]=3)[C:20]([OH:22])=[O:21])=[O:17])[C:11]3[C:6](=[CH:7][CH:8]=[CH:9][CH:10]=3)[C:5]=2[CH:4]=[CH:3][CH:2]=1. (4) The product is: [NH2:1][C:2]1[C:7]([CH:8]=[O:9])=[C:6]([N:18]2[CH2:23][CH2:22][O:21][CH2:20][CH2:19]2)[N:5]=[CH:4][CH:3]=1. Given the reactants [NH2:1][C:2]1[C:7]([CH:8]=[O:9])=[C:6](Cl)[N:5]=[CH:4][CH:3]=1.C(N(CC)CC)C.[NH:18]1[CH2:23][CH2:22][O:21][CH2:20][CH2:19]1.O, predict the reaction product. (5) Given the reactants [NH2:1][C:2]1[CH:7]=[CH:6][CH:5]=[CH:4][C:3]=1[NH:8][S:9]([C:12]1[S:16][C:15]2[CH:17]=[CH:18][CH:19]=[CH:20][C:14]=2[CH:13]=1)(=[O:11])=[O:10].[CH:21]([S:23]([C:26]1[CH:27]=[CH:28][C:29]([O:36][CH3:37])=[C:30]([S:32](Cl)(=[O:34])=[O:33])[CH:31]=1)(=[O:25])=[O:24])=[CH2:22], predict the reaction product. The product is: [CH:21]([S:23]([C:26]1[CH:27]=[CH:28][C:29]([O:36][CH3:37])=[C:30]([S:32]([NH:1][C:2]2[CH:7]=[CH:6][CH:5]=[CH:4][C:3]=2[NH:8][S:9]([C:12]2[S:16][C:15]3[CH:17]=[CH:18][CH:19]=[CH:20][C:14]=3[CH:13]=2)(=[O:11])=[O:10])(=[O:33])=[O:34])[CH:31]=1)(=[O:24])=[O:25])=[CH2:22]. (6) Given the reactants Cl[C:2]1[N:7]=[N:6][C:5]([C:8]#[N:9])=[CH:4][CH:3]=1.[F:10][C:11]1[CH:12]=[C:13]([CH:22]=[C:23]([F:26])[C:24]=1[F:25])[CH2:14][N:15]1[CH2:20][CH2:19][CH:18]([NH2:21])[CH2:17][CH2:16]1.C(N(C(C)C)CC)(C)C.C(=O)([O-])[O-].[Na+].[Na+], predict the reaction product. The product is: [F:26][C:23]1[CH:22]=[C:13]([CH:12]=[C:11]([F:10])[C:24]=1[F:25])[CH2:14][N:15]1[CH2:20][CH2:19][CH:18]([NH:21][C:2]2[N:7]=[N:6][C:5]([C:8]#[N:9])=[CH:4][CH:3]=2)[CH2:17][CH2:16]1.